Dataset: Catalyst prediction with 721,799 reactions and 888 catalyst types from USPTO. Task: Predict which catalyst facilitates the given reaction. (1) Product: [CH3:29][O:30][C:31]1[C:32](=[O:55])[C:33]([CH3:54])=[C:34]([CH2:40][C:41]2[CH:42]=[CH:43][C:44]([O:50][C:51](=[O:53])[CH3:52])=[C:45]([CH:49]=2)[C:46]([NH:1][C:2]2[CH:3]=[CH:4][C:5]([C:6]([O:8][CH2:9][CH3:10])=[O:7])=[CH:11][CH:12]=2)=[O:47])[C:35](=[O:39])[C:36]=1[O:37][CH3:38]. The catalyst class is: 2. Reactant: [NH2:1][C:2]1[CH:12]=[CH:11][C:5]([C:6]([O:8][CH2:9][CH3:10])=[O:7])=[CH:4][CH:3]=1.C(N(CC)CC)C.[Cl-].ClC1N(C)CC[NH+]1C.[CH3:29][O:30][C:31]1[C:32](=[O:55])[C:33]([CH3:54])=[C:34]([CH2:40][C:41]2[CH:42]=[CH:43][C:44]([O:50][C:51](=[O:53])[CH3:52])=[C:45]([CH:49]=2)[C:46](O)=[O:47])[C:35](=[O:39])[C:36]=1[O:37][CH3:38]. (2) Reactant: [CH3:1][C:2]1[N:3]=[CH:4][O:5][C:6]=1[C:7](O)=O.[CH3:10][NH:11][C:12](=[S:15])[NH:13][NH2:14].CCN(C(C)C)C(C)C.C(P1(=O)OP(CCC)(=O)OP(CCC)(=O)O1)CC. Product: [CH3:10][N:11]1[C:7]([C:6]2[O:5][CH:4]=[N:3][C:2]=2[CH3:1])=[N:14][NH:13][C:12]1=[S:15]. The catalyst class is: 39. (3) The catalyst class is: 37. Reactant: [C:1]([C:5]1[N:10]=[C:9](Cl)[C:8]([C:12]([O:14]CC)=[O:13])=[CH:7][N:6]=1)([CH3:4])([CH3:3])[CH3:2].[CH3:17][N:18]1[CH2:23][CH2:22][NH:21][CH2:20][CH2:19]1. Product: [C:1]([C:5]1[N:10]=[C:9]([N:21]2[CH2:22][CH2:23][N:18]([CH3:17])[CH2:19][CH2:20]2)[C:8]([C:12]([OH:14])=[O:13])=[CH:7][N:6]=1)([CH3:2])([CH3:3])[CH3:4]. (4) The catalyst class is: 8. Reactant: [CH3:1][C:2]1[CH:7]=[C:6]([CH2:8][N:9]2[CH2:13][CH2:12][CH2:11][CH2:10]2)[CH:5]=[CH:4][C:3]=1[NH:14][C:15]1[O:16][CH2:17][C:18](=[O:23])[C:19]=1[C:20]([O-:22])=[O:21].[NH:24]1[C:32]2[C:27](=[CH:28][CH:29]=[CH:30][N:31]=2)[C:26]([CH:33]=O)=[CH:25]1.N1CCC[CH2:37][CH2:36]1. Product: [NH:24]1[C:32]2=[N:31][CH:30]=[CH:29][CH:28]=[C:27]2[C:26]([CH:33]=[C:17]2[O:16][C:15]([NH:14][C:3]3[CH:4]=[CH:5][C:6]([CH2:8][N:9]4[CH2:13][CH2:12][CH2:11][CH2:10]4)=[CH:7][C:2]=3[CH3:1])=[C:19]([C:20]([O:22][CH2:36][CH3:37])=[O:21])[C:18]2=[O:23])=[CH:25]1. (5) Reactant: [N:1]1([C:7]([C@H:9]2[NH:13][CH2:12][C@@H:11]([S:14][C:15](=[O:17])[CH3:16])[CH2:10]2)=[O:8])[CH2:6][CH2:5][CH2:4][CH2:3][CH2:2]1.[CH:18]1[C:27]2[C:22](=[CH:23][CH:24]=[CH:25][CH:26]=2)[CH:21]=[CH:20][C:19]=1[S:28](Cl)(=[O:30])=[O:29].OS([O-])(=O)=O.[K+]. Product: [CH:18]1[C:27]2[C:22](=[CH:23][CH:24]=[CH:25][CH:26]=2)[CH:21]=[CH:20][C:19]=1[S:28]([N:13]1[C@H:9]([C:7]([N:1]2[CH2:6][CH2:5][CH2:4][CH2:3][CH2:2]2)=[O:8])[CH2:10][C@H:11]([S:14][C:15](=[O:17])[CH3:16])[CH2:12]1)(=[O:29])=[O:30]. The catalyst class is: 64. (6) Reactant: [CH2:1]([N:8]1[C:16]2[C:11](=[CH:12][CH:13]=[C:14]([Cl:17])[CH:15]=2)[C:10]([S:18][C:19]2[CH:20]=[C:21](/[CH:25]=[CH:26]/[C:27]([OH:29])=[O:28])[CH:22]=[CH:23][CH:24]=2)=[C:9]1[CH3:30])[C:2]1[CH:7]=[CH:6][CH:5]=[CH:4][CH:3]=1. Product: [CH2:1]([N:8]1[C:16]2[C:11](=[CH:12][CH:13]=[C:14]([Cl:17])[CH:15]=2)[C:10]([S:18][C:19]2[CH:20]=[C:21]([CH2:25][CH2:26][C:27]([OH:29])=[O:28])[CH:22]=[CH:23][CH:24]=2)=[C:9]1[CH3:30])[C:2]1[CH:7]=[CH:6][CH:5]=[CH:4][CH:3]=1. The catalyst class is: 582.